From a dataset of Full USPTO retrosynthesis dataset with 1.9M reactions from patents (1976-2016). Predict the reactants needed to synthesize the given product. (1) Given the product [NH3:1].[Cl:15][C:16]1[CH:23]=[C:22]([Cl:24])[CH:21]=[CH:20][C:17]=1[CH2:18][NH:1][CH:2]1[CH2:6][CH2:5][N:4]([C:7]2[CH:14]=[CH:13][C:10]([C:11]#[N:12])=[CH:9][N:8]=2)[CH2:3]1, predict the reactants needed to synthesize it. The reactants are: [NH2:1][CH:2]1[CH2:6][CH2:5][N:4]([C:7]2[CH:14]=[CH:13][C:10]([C:11]#[N:12])=[CH:9][N:8]=2)[CH2:3]1.[Cl:15][C:16]1[CH:23]=[C:22]([Cl:24])[CH:21]=[CH:20][C:17]=1[CH:18]=O.[BH4-].[Na+]. (2) Given the product [CH2:24]([O:26][C:27]([CH2:29][N:30]([C:35]1[CH:36]=[CH:37][C:38]([NH:39]/[C:4](=[C:11]2\[C:12](=[O:23])[NH:13][C:14]3[C:19]\2=[CH:18][C:17]([N+:20]([O-:22])=[O:21])=[CH:16][CH:15]=3)/[C:5]2[CH:10]=[CH:9][CH:8]=[CH:7][CH:6]=2)=[CH:40][CH:41]=1)[S:31]([CH3:34])(=[O:33])=[O:32])=[O:28])[CH3:25], predict the reactants needed to synthesize it. The reactants are: C(O[C:4](=[C:11]1[C:19]2[C:14](=[CH:15][CH:16]=[C:17]([N+:20]([O-:22])=[O:21])[CH:18]=2)[NH:13][C:12]1=[O:23])[C:5]1[CH:10]=[CH:9][CH:8]=[CH:7][CH:6]=1)C.[CH2:24]([O:26][C:27]([CH2:29][N:30]([C:35]1[CH:41]=[CH:40][C:38]([NH2:39])=[CH:37][CH:36]=1)[S:31]([CH3:34])(=[O:33])=[O:32])=[O:28])[CH3:25]. (3) Given the product [C:1]([OH:4])(=[O:3])[C:2]1[CH:11]=[CH:10][CH:9]=[CH:8][CH:7]=1, predict the reactants needed to synthesize it. The reactants are: [C:1]([O:4]CC)(=[O:3])[CH3:2].[CH3:7][CH2:8][CH2:9][CH2:10][CH2:11]C.